This data is from Forward reaction prediction with 1.9M reactions from USPTO patents (1976-2016). The task is: Predict the product of the given reaction. (1) The product is: [OH:1][C:2]1[CH:7]=[CH:6][C:5]([C:8](=[C:22]2[CH2:23][C:24]([CH3:31])([CH3:30])[CH2:25][C:26]([CH3:29])([CH3:28])[CH2:27]2)[C:9]2[CH:14]=[CH:13][C:12](/[CH:15]=[CH:16]/[C:17]([OH:19])=[O:18])=[CH:11][CH:10]=2)=[CH:4][CH:3]=1. Given the reactants [OH:1][C:2]1[CH:7]=[CH:6][C:5]([C:8](=[C:22]2[CH2:27][C:26]([CH3:29])([CH3:28])[CH2:25][C:24]([CH3:31])([CH3:30])[CH2:23]2)[C:9]2[CH:14]=[CH:13][C:12](/[CH:15]=[CH:16]/[C:17]([O:19]CC)=[O:18])=[CH:11][CH:10]=2)=[CH:4][CH:3]=1.[OH-].[Na+].Cl, predict the reaction product. (2) Given the reactants C(OC([N:7]1[CH2:12][CH:11]=[C:10]([C:13]2[C:14]([C:25]3[CH:30]=[CH:29][N:28]=[C:27]([NH:31][C@H:32]([C:34]4[CH:39]=[CH:38][CH:37]=[CH:36][CH:35]=4)[CH3:33])[CH:26]=3)=[C:15]([C:18]3[CH:23]=[CH:22][C:21]([F:24])=[CH:20][CH:19]=3)[NH:16][CH:17]=2)[CH2:9][CH2:8]1)=O)C=C.O1CCOCC1.N1CCCC1, predict the reaction product. The product is: [F:24][C:21]1[CH:20]=[CH:19][C:18]([C:15]2[NH:16][CH:17]=[C:13]([C:10]3[CH2:11][CH2:12][NH:7][CH2:8][CH:9]=3)[C:14]=2[C:25]2[CH:30]=[CH:29][N:28]=[C:27]([NH:31][C@H:32]([C:34]3[CH:39]=[CH:38][CH:37]=[CH:36][CH:35]=3)[CH3:33])[CH:26]=2)=[CH:23][CH:22]=1.